Dataset: Full USPTO retrosynthesis dataset with 1.9M reactions from patents (1976-2016). Task: Predict the reactants needed to synthesize the given product. (1) Given the product [CH2:1]([O:3][C:4](=[O:25])[N:5]([C:14]1[CH:19]=[C:18]([O:33][CH2:32][CH:29]2[CH2:30][CH2:31][O:26][CH2:27][CH2:28]2)[N:17]=[C:16]([NH2:21])[C:15]=1[N+:22]([O-:24])=[O:23])[CH2:6][C:7]1[CH:8]=[N:9][C:10]([CH3:13])=[CH:11][CH:12]=1)[CH3:2], predict the reactants needed to synthesize it. The reactants are: [CH2:1]([O:3][C:4](=[O:25])[N:5]([C:14]1[CH:19]=[C:18](Cl)[N:17]=[C:16]([NH2:21])[C:15]=1[N+:22]([O-:24])=[O:23])[CH2:6][C:7]1[CH:8]=[N:9][C:10]([CH3:13])=[CH:11][CH:12]=1)[CH3:2].[O:26]1[CH2:31][CH2:30][CH:29]([CH2:32][OH:33])[CH2:28][CH2:27]1.[H-].[Na+]. (2) The reactants are: O=C1C2C(=CC=CC=2)C(=O)[N:3]1[CH2:12][CH2:13][S:14][C:15]1[S:19][C:18]([NH:20][S:21]([C:24]2[CH:29]=[CH:28][C:27]([C:30]3[CH:35]=[CH:34][CH:33]=[CH:32][CH:31]=3)=[CH:26][CH:25]=2)(=[O:23])=[O:22])=[N:17][N:16]=1.O.NN. Given the product [NH2:3][CH2:12][CH2:13][S:14][C:15]1[S:19][C:18]([NH:20][S:21]([C:24]2[CH:29]=[CH:28][C:27]([C:30]3[CH:35]=[CH:34][CH:33]=[CH:32][CH:31]=3)=[CH:26][CH:25]=2)(=[O:23])=[O:22])=[N:17][N:16]=1, predict the reactants needed to synthesize it. (3) Given the product [Cl:16][C:13]1[CH:12]=[CH:11][C:10]([C:8]2[CH:9]=[C:4]([CH2:3][OH:2])[CH:5]=[N:6][CH:7]=2)=[CH:15][CH:14]=1, predict the reactants needed to synthesize it. The reactants are: C[O:2][C:3](=O)[C:4]1[CH:9]=[C:8]([C:10]2[CH:15]=[CH:14][C:13]([Cl:16])=[CH:12][CH:11]=2)[CH:7]=[N:6][CH:5]=1.[BH4-].[Na+]. (4) Given the product [CH2:1]([O:3][C:4](=[O:22])[CH2:5][C:6]1[C:11]([NH2:12])=[CH:10][N:9]=[C:8]([N:15]2[CH2:20][CH2:19][N:18]([CH3:21])[CH2:17][CH2:16]2)[CH:7]=1)[CH3:2], predict the reactants needed to synthesize it. The reactants are: [CH2:1]([O:3][C:4](=[O:22])[CH2:5][C:6]1[C:11]([N+:12]([O-])=O)=[CH:10][N:9]=[C:8]([N:15]2[CH2:20][CH2:19][N:18]([CH3:21])[CH2:17][CH2:16]2)[CH:7]=1)[CH3:2].[H][H]. (5) Given the product [NH:1]([C:12]([O:14][C:15]([CH3:18])([CH3:17])[CH3:16])=[O:13])[C@H:2]([C:9]([O:11][CH3:20])=[O:10])[CH2:3][CH2:4][O:5][CH2:6][CH:7]=[CH2:8].[ClH:19], predict the reactants needed to synthesize it. The reactants are: [NH:1]([C:12]([O:14][C:15]([CH3:18])([CH3:17])[CH3:16])=[O:13])[C@H:2]([C:9]([OH:11])=[O:10])[CH2:3][CH2:4][O:5][CH2:6][CH:7]=[CH2:8].[ClH:19].[CH3:20]O.